This data is from Forward reaction prediction with 1.9M reactions from USPTO patents (1976-2016). The task is: Predict the product of the given reaction. (1) Given the reactants C1(P(C2C=CC=CC=2)C2C=CC=CC=2)C=CC=CC=1.[CH2:20]([P:22]([C:29]([C:31]1[CH:36]=[CH:35][CH:34]=[CH:33][CH:32]=1)=[CH2:30])(=[O:28])[O:23][CH2:24][CH2:25][CH2:26][CH3:27])[CH3:21].CC(C(O)C([CH2:44][O:45]C(C(C)C)=O)(C)C)C, predict the reaction product. The product is: [CH2:20]([P:22]([CH:29]([C:31]1[CH:32]=[CH:33][CH:34]=[CH:35][CH:36]=1)[CH2:30][CH:44]=[O:45])(=[O:28])[O:23][CH2:24][CH2:25][CH2:26][CH3:27])[CH3:21]. (2) The product is: [ClH:1].[Cl:27][C:22]1[CH:21]=[C:20]([CH:25]=[CH:24][C:23]=1[F:26])[C:19]([NH:18][C@H:15]1[CH2:14][CH2:13][C@@H:12]([NH:11][C:2]2[C:3]3[CH:10]=[CH:9][NH:8][C:4]=3[N:5]=[CH:6][N:7]=2)[CH2:17][CH2:16]1)=[O:28]. Given the reactants [Cl:1][C:2]1[C:3]2[CH:10]=[CH:9][NH:8][C:4]=2[N:5]=[CH:6][N:7]=1.[NH2:11][C@@H:12]1[CH2:17][CH2:16][C@H:15]([NH:18][C:19](=[O:28])[C:20]2[CH:25]=[CH:24][C:23]([F:26])=[C:22]([Cl:27])[CH:21]=2)[CH2:14][CH2:13]1, predict the reaction product. (3) Given the reactants [F:1][C:2]1[CH:3]=[C:4]([CH:38]=[C:39]([F:41])[CH:40]=1)[CH2:5][C:6]1[CH:7]=[C:8]2[C:12](=[CH:13][CH:14]=1)[NH:11][N:10]=[C:9]2[NH:15][C:16](=[O:37])[C:17]1[CH:22]=[CH:21][C:20]([N:23]2[CH2:28][CH2:27][N:26]([CH3:29])[CH2:25][CH2:24]2)=[CH:19][C:18]=1[NH:30][CH:31]1[CH2:36][CH2:35][O:34][CH2:33][CH2:32]1.Cl[C:43]([O:45][CH2:46][CH3:47])=[O:44], predict the reaction product. The product is: [F:1][C:2]1[CH:3]=[C:4]([CH:38]=[C:39]([F:41])[CH:40]=1)[CH2:5][C:6]1[CH:7]=[C:8]2[C:12](=[CH:13][CH:14]=1)[N:11]([C:43]([O:45][CH2:46][CH3:47])=[O:44])[N:10]=[C:9]2[NH:15][C:16]([C:17]1[CH:22]=[CH:21][C:20]([N:23]2[CH2:28][CH2:27][N:26]([CH3:29])[CH2:25][CH2:24]2)=[CH:19][C:18]=1[NH:30][CH:31]1[CH2:32][CH2:33][O:34][CH2:35][CH2:36]1)=[O:37]. (4) Given the reactants [CH3:1][O:2][C:3]1[CH:8]=[CH:7][C:6]([O:9][CH3:10])=[CH:5][C:4]=1[C:11]1[N:15]([CH2:16][C:17]([O:19]C)=[O:18])[C:14]2[CH:21]=[CH:22][CH:23]=[CH:24][C:13]=2[N:12]=1.[OH-].[Na+], predict the reaction product. The product is: [CH3:1][O:2][C:3]1[CH:8]=[CH:7][C:6]([O:9][CH3:10])=[CH:5][C:4]=1[C:11]1[N:15]([CH2:16][C:17]([OH:19])=[O:18])[C:14]2[CH:21]=[CH:22][CH:23]=[CH:24][C:13]=2[N:12]=1. (5) Given the reactants N(OCCC(C)C)=O.N[C:10]1[N:14]([C@H:15]([CH2:19][OH:20])[C@@H:16]([OH:18])[CH3:17])[CH:13]=[N:12][C:11]=1[C:21]([O:23][CH2:24][CH3:25])=[O:22], predict the reaction product. The product is: [OH:18][C@@H:16]([CH3:17])[C@H:15]([N:14]1[CH:10]=[C:11]([C:21]([O:23][CH2:24][CH3:25])=[O:22])[N:12]=[CH:13]1)[CH2:19][OH:20]. (6) Given the reactants N1C=CC=CC=1.[CH2:7]([O:9][C:10]1[C:15]([C:16]2(O)[C:24]3[C:19](=[CH:20][C:21]([F:27])=[C:22]([C:25]#[N:26])[CH:23]=3)[NH:18][C:17]2=[O:28])=[CH:14][CH:13]=[CH:12][N:11]=1)[CH3:8].S(Cl)([Cl:32])=O, predict the reaction product. The product is: [Cl:32][C:16]1([C:15]2[C:10]([O:9][CH2:7][CH3:8])=[N:11][CH:12]=[CH:13][CH:14]=2)[C:24]2[C:19](=[CH:20][C:21]([F:27])=[C:22]([C:25]#[N:26])[CH:23]=2)[NH:18][C:17]1=[O:28]. (7) The product is: [F:14][C:11]1[CH:12]=[CH:13][C:8]([CH2:7][C:4]2[S:3][C:2]([B:20]([OH:25])[OH:21])=[CH:6][CH:5]=2)=[CH:9][CH:10]=1. Given the reactants Br[C:2]1[S:3][C:4]([CH2:7][C:8]2[CH:13]=[CH:12][C:11]([F:14])=[CH:10][CH:9]=2)=[CH:5][CH:6]=1.[Li]CCCC.[B:20](OC(C)C)([O:25]C(C)C)[O:21]C(C)C.Cl, predict the reaction product. (8) Given the reactants [F:1][C:2]1[CH:7]=[CH:6][CH:5]=[C:4]([F:8])[C:3]=1[CH2:9][C:10]([N:12]1[CH2:17][CH2:16][CH:15]([C:18]2[C:23]([CH2:24]O)=[CH:22][N:21]=[C:20]([CH3:26])[N:19]=2)[CH2:14][CH2:13]1)=[O:11].CCN(CC)CC.S([Cl:44])(C1C=CC(C)=CC=1)(=O)=O.[NH4+].[Cl-], predict the reaction product. The product is: [Cl:44][CH2:24][C:23]1[C:18]([CH:15]2[CH2:16][CH2:17][N:12]([C:10](=[O:11])[CH2:9][C:3]3[C:2]([F:1])=[CH:7][CH:6]=[CH:5][C:4]=3[F:8])[CH2:13][CH2:14]2)=[N:19][C:20]([CH3:26])=[N:21][CH:22]=1. (9) Given the reactants F[C:2]1[CH:3]=[N:4][CH:5]=[CH:6][C:7]=1[C:8]1[O:9][C:10]2[CH:16]=[CH:15][C:14]([C:17]([F:20])([F:19])[F:18])=[CH:13][C:11]=2[N:12]=1.C(=O)([O-])[O-].[K+].[K+].[CH2:27]([OH:29])[CH3:28], predict the reaction product. The product is: [CH2:27]([O:29][C:2]1[CH:3]=[N:4][CH:5]=[CH:6][C:7]=1[C:8]1[O:9][C:10]2[CH:16]=[CH:15][C:14]([C:17]([F:20])([F:19])[F:18])=[CH:13][C:11]=2[N:12]=1)[CH3:28]. (10) Given the reactants [CH3:1][C:2]1([O:5][CH2:4]1)[CH3:3].[F:6][C:7]1[CH:12]=[CH:11][C:10]([C@@H:13]([NH2:15])[CH3:14])=[CH:9][CH:8]=1.Cl([O-])(=O)(=O)=O.[Li+].C(Cl)(Cl)Cl, predict the reaction product. The product is: [F:6][C:7]1[CH:12]=[CH:11][C:10]([C@@H:13]([NH:15][CH2:4][C:2]([CH3:3])([OH:5])[CH3:1])[CH3:14])=[CH:9][CH:8]=1.